This data is from Catalyst prediction with 721,799 reactions and 888 catalyst types from USPTO. The task is: Predict which catalyst facilitates the given reaction. Reactant: [Br:1][C:2]1[CH:3]=[CH:4][C:5]([O:10][CH2:11][CH2:12][CH2:13][CH2:14][CH2:15][CH2:16][CH3:17])=[C:6]([CH:9]=1)[CH:7]=[O:8].[BH4-].[Na+].Cl. Product: [Br:1][C:2]1[CH:3]=[CH:4][C:5]([O:10][CH2:11][CH2:12][CH2:13][CH2:14][CH2:15][CH2:16][CH3:17])=[C:6]([CH:9]=1)[CH2:7][OH:8]. The catalyst class is: 8.